Dataset: Full USPTO retrosynthesis dataset with 1.9M reactions from patents (1976-2016). Task: Predict the reactants needed to synthesize the given product. (1) Given the product [Cl:1][C:2]1[CH:8]=[C:7]([O:9][C:10]2[C:19]3[C:14](=[CH:15][C:16]([O:22][CH3:23])=[C:17]([O:20][CH3:21])[CH:18]=3)[N:13]=[CH:12][N:11]=2)[CH:6]=[CH:5][C:3]=1[NH:4][C:28](=[O:34])[O:27][CH2:25][CH2:43][CH2:42][C:36]1[CH:41]=[CH:40][CH:39]=[CH:38][CH:37]=1, predict the reactants needed to synthesize it. The reactants are: [Cl:1][C:2]1[CH:8]=[C:7]([O:9][C:10]2[C:19]3[C:14](=[CH:15][C:16]([O:22][CH3:23])=[C:17]([O:20][CH3:21])[CH:18]=3)[N:13]=[CH:12][N:11]=2)[CH:6]=[CH:5][C:3]=1[NH2:4].Cl[C:25](Cl)([O:27][C:28](=[O:34])OC(Cl)(Cl)Cl)Cl.[C:36]1([CH2:42][CH2:43]CO)[CH:41]=[CH:40][CH:39]=[CH:38][CH:37]=1.C(=O)(O)[O-].[Na+]. (2) Given the product [Br:1][C:2]1[CH:7]=[CH:6][C:5]([N:8]2[CH2:12][CH2:11][CH:10]([CH2:13][N:22]3[CH2:23][CH2:24][N:19]([CH2:18][CH2:17][O:16][CH3:15])[CH2:20][CH2:21]3)[C:9]2=[O:14])=[CH:4][CH:3]=1, predict the reactants needed to synthesize it. The reactants are: [Br:1][C:2]1[CH:7]=[CH:6][C:5]([N:8]2[CH2:12][CH2:11][C:10](=[CH2:13])[C:9]2=[O:14])=[CH:4][CH:3]=1.[CH3:15][O:16][CH2:17][CH2:18][N:19]1[CH2:24][CH2:23][NH:22][CH2:21][CH2:20]1.COCCOC. (3) Given the product [CH3:25][N:6]([C:7]1[O:8][C:9]([CH3:12])=[N:10][N:11]=1)[C:4](=[O:5])[C:3]1[CH:13]=[CH:14][C:15]([C:21]([F:24])([F:23])[F:22])=[C:16]([S:17]([CH3:20])(=[O:19])=[O:18])[C:2]=1[CH3:1], predict the reactants needed to synthesize it. The reactants are: [CH3:1][C:2]1[C:16]([S:17]([CH3:20])(=[O:19])=[O:18])=[C:15]([C:21]([F:24])([F:23])[F:22])[CH:14]=[CH:13][C:3]=1[C:4]([NH:6][C:7]1[O:8][C:9]([CH3:12])=[N:10][N:11]=1)=[O:5].[C:25]([O-])([O-])=O.[K+].[K+].S(OC)(OC)(=O)=O. (4) The reactants are: [CH:1]1([CH2:5][C:6]2[CH:15]=[CH:14][C:9]([C:10]([O:12][CH3:13])=[O:11])=[C:8]([CH3:16])[CH:7]=2)[CH2:4][CH2:3][CH2:2]1.[I:17]I.S(=O)(=O)(O)O. Given the product [CH:1]1([CH2:5][C:6]2[C:15]([I:17])=[CH:14][C:9]([C:10]([O:12][CH3:13])=[O:11])=[C:8]([CH3:16])[CH:7]=2)[CH2:4][CH2:3][CH2:2]1, predict the reactants needed to synthesize it. (5) The reactants are: C(O[C:6]([C:8]1[N:13]=[C:12]([CH2:14][CH3:15])[C:11]2[C:16]([CH3:19])=[N:17][S:18][C:10]=2[C:9]=1[OH:20])=[O:7])CCC.[NH2:21][CH2:22][C:23]([OH:25])=[O:24]. Given the product [CH2:14]([C:12]1[C:11]2[C:16]([CH3:19])=[N:17][S:18][C:10]=2[C:9]([OH:20])=[C:8]([C:6]([NH:21][CH2:22][C:23]([OH:25])=[O:24])=[O:7])[N:13]=1)[CH3:15], predict the reactants needed to synthesize it. (6) Given the product [Cl:12][C:4]1[N:3]=[C:2]([NH:13][CH2:14][C@H:15]2[CH2:20][CH2:19][CH2:18][N:17]([C:21]([O:23][C:24]([CH3:27])([CH3:26])[CH3:25])=[O:22])[CH2:16]2)[C:7]2=[N:8][CH:9]=[CH:10][N:11]=[C:6]2[CH:5]=1, predict the reactants needed to synthesize it. The reactants are: Cl[C:2]1[C:7]2=[N:8][CH:9]=[CH:10][N:11]=[C:6]2[CH:5]=[C:4]([Cl:12])[N:3]=1.[NH2:13][CH2:14][C@H:15]1[CH2:20][CH2:19][CH2:18][N:17]([C:21]([O:23][C:24]([CH3:27])([CH3:26])[CH3:25])=[O:22])[CH2:16]1.C(N(C(C)C)CC)(C)C. (7) Given the product [SH:19][CH2:18][CH2:17][CH2:16][CH2:15][CH2:14][C@H:13]([NH:12][C:10]([C@@H:8]1[CH2:7][CH2:6][CH2:5][C:4](=[O:3])[NH:9]1)=[O:11])[C:23](=[O:31])[NH:24][C:25]1[CH:30]=[CH:29][CH:28]=[CH:27][CH:26]=1, predict the reactants needed to synthesize it. The reactants are: [OH-].[Na+].[O:3]=[C:4]1[NH:9][C@H:8]([C:10]([NH:12][C@H:13]([C:23](=[O:31])[NH:24][C:25]2[CH:30]=[CH:29][CH:28]=[CH:27][CH:26]=2)[CH2:14][CH2:15][CH2:16][CH2:17][CH2:18][S:19]C(=O)C)=[O:11])[CH2:7][CH2:6][CH2:5]1.O. (8) Given the product [ClH:1].[Cl:1][C:2]1[CH:3]=[CH:4][C:5]([NH:8][C:9](=[O:27])[NH:10][C:11]2[S:23][C:14]3[CH2:15][N:16]([CH2:19][CH:20]4[CH2:21][CH2:22]4)[CH2:17][CH2:18][C:13]=3[C:12]=2[C:24]([NH2:26])=[O:25])=[CH:6][CH:7]=1, predict the reactants needed to synthesize it. The reactants are: [Cl:1][C:2]1[CH:7]=[CH:6][C:5]([NH:8][C:9](=[O:27])[NH:10][C:11]2[S:23][C:14]3[CH2:15][N:16]([CH2:19][CH:20]4[CH2:22][CH2:21]4)[CH2:17][CH2:18][C:13]=3[C:12]=2[C:24]([NH2:26])=[O:25])=[CH:4][CH:3]=1.Cl.